Dataset: Catalyst prediction with 721,799 reactions and 888 catalyst types from USPTO. Task: Predict which catalyst facilitates the given reaction. (1) Reactant: [CH3:1][O:2][CH2:3][CH2:4][N:5]1[C:9]2[CH:10]=[CH:11][CH:12]=[CH:13][C:8]=2[N:7]=[CH:6]1.[CH3:14][O:15][CH2:16][CH2:17][Cl:18]. Product: [Cl-:18].[CH3:1][O:2][CH2:3][CH2:4][N:5]1[C:9]2[CH:10]=[CH:11][CH:12]=[CH:13][C:8]=2[N:7]([CH2:17][CH2:16][O:15][CH3:14])[CH2:6]1. The catalyst class is: 10. (2) Reactant: [Br:1][C:2]1[CH:3]=[CH:4][C:5]([O:15][CH2:16][C:17]2[CH:22]=[CH:21][C:20]([F:23])=[CH:19][CH:18]=2)=[C:6]([C:8](=O)[CH2:9][CH2:10][C:11](=O)[CH3:12])[CH:7]=1.[CH3:24][O:25][C:26](=[O:38])[C:27]1[CH:32]=[C:31]([NH2:33])[CH:30]=[CH:29][C:28]=1[O:34][CH:35]([F:37])[F:36].CC1C=CC(S(O)(=O)=O)=CC=1. Product: [CH3:24][O:25][C:26](=[O:38])[C:27]1[C:28]([O:34][CH:35]([F:36])[F:37])=[CH:29][CH:30]=[C:31]([N:33]2[C:11]([CH3:12])=[CH:10][CH:9]=[C:8]2[C:6]2[CH:7]=[C:2]([Br:1])[CH:3]=[CH:4][C:5]=2[O:15][CH2:16][C:17]2[CH:22]=[CH:21][C:20]([F:23])=[CH:19][CH:18]=2)[CH:32]=1. The catalyst class is: 296. (3) Reactant: [CH3:1][O:2][C:3](=[O:17])[C:4]1[CH:9]=[CH:8][C:7]([C:10]2[O:11][C:12]([CH:15]=O)=[CH:13][CH:14]=2)=[CH:6][CH:5]=1.[S:18]=[C:19]1[N:23]([CH2:24][C:25]2[CH:30]=[C:29]([O:31][CH3:32])[C:28]([O:33][CH3:34])=[C:27]([O:35][CH3:36])[CH:26]=2)[C:22](=[O:37])[CH2:21][S:20]1. Product: [CH3:1][O:2][C:3](=[O:17])[C:4]1[CH:5]=[CH:6][C:7]([C:10]2[O:11][C:12]([CH:15]=[C:21]3[S:20][C:19](=[S:18])[N:23]([CH2:24][C:25]4[CH:26]=[C:27]([O:35][CH3:36])[C:28]([O:33][CH3:34])=[C:29]([O:31][CH3:32])[CH:30]=4)[C:22]3=[O:37])=[CH:13][CH:14]=2)=[CH:8][CH:9]=1. The catalyst class is: 360. (4) Reactant: [CH3:1][O:2][C:3](=[O:24])[CH:4]([NH:16]C(OC(C)(C)C)=O)[C:5]1[CH:10]=[CH:9][C:8]([O:11][CH2:12][CH2:13][O:14][CH3:15])=[CH:7][CH:6]=1. Product: [NH2:16][CH:4]([C:5]1[CH:10]=[CH:9][C:8]([O:11][CH2:12][CH2:13][O:14][CH3:15])=[CH:7][CH:6]=1)[C:3]([O:2][CH3:1])=[O:24]. The catalyst class is: 557. (5) Reactant: [CH2:1]([N:8]1[CH2:13][CH2:12][N:11]([NH2:14])[CH2:10][CH2:9]1)[C:2]1[CH:7]=[CH:6][CH:5]=[CH:4][CH:3]=1.[C:15](O[C:15]([O:17][C:18]([CH3:21])([CH3:20])[CH3:19])=[O:16])([O:17][C:18]([CH3:21])([CH3:20])[CH3:19])=[O:16]. Product: [C:18]([O:17][C:15](=[O:16])[NH:14][N:11]1[CH2:10][CH2:9][N:8]([CH2:1][C:2]2[CH:3]=[CH:4][CH:5]=[CH:6][CH:7]=2)[CH2:13][CH2:12]1)([CH3:21])([CH3:20])[CH3:19]. The catalyst class is: 5. (6) Reactant: Cl[CH2:2][C:3]1[O:4][C:5]([C:8]2[CH:13]=[CH:12][C:11]([CH3:14])=[CH:10][CH:9]=2)=[N:6][N:7]=1.[Cl:15][C:16]1[CH:21]=[CH:20][CH:19]=[CH:18][C:17]=1[N:22]1[C:26]([C:27]2[CH:32]=[CH:31][C:30]([Cl:33])=[C:29]([Cl:34])[CH:28]=2)=[N:25][N:24]=[C:23]1[SH:35].C([O-])([O-])=O.[K+].[K+]. Product: [C:11]1([CH3:14])[CH:12]=[CH:13][C:8]([C:5]2[O:4][C:3]([CH2:2][S:35][C:23]3[N:22]([C:17]4[CH:18]=[CH:19][CH:20]=[CH:21][C:16]=4[Cl:15])[C:26]([C:27]4[CH:32]=[CH:31][C:30]([Cl:33])=[C:29]([Cl:34])[CH:28]=4)=[N:25][N:24]=3)=[N:7][N:6]=2)=[CH:9][CH:10]=1. The catalyst class is: 10. (7) Reactant: [Cl:1][C:2]1[CH:3]=[C:4]([C@H:8]([NH:10][CH2:11][CH:12]2[CH2:16][N:15]([C:17]3[CH:22]=[CH:21][C:20]([F:23])=[CH:19][CH:18]=3)[C:14](=O)[CH2:13]2)[CH3:9])[CH:5]=[CH:6][CH:7]=1.B.C1COCC1. Product: [Cl:1][C:2]1[CH:3]=[C:4]([C@H:8]([NH:10][CH2:11][CH:12]2[CH2:13][CH2:14][N:15]([C:17]3[CH:18]=[CH:19][C:20]([F:23])=[CH:21][CH:22]=3)[CH2:16]2)[CH3:9])[CH:5]=[CH:6][CH:7]=1. The catalyst class is: 1. (8) Reactant: [OH:1][CH2:2][CH:3]([CH2:6][OH:7])[CH2:4][OH:5].[F:8][CH2:9][C:10]([CH2:12][F:13])=O.C(OC)(OC)OC.O.C1(C)C=CC(S(O)(=O)=O)=CC=1. Product: [F:8][CH2:9][C:10]1([CH2:12][F:13])[O:5][CH2:4][CH:3]([CH2:6][OH:7])[CH2:2][O:1]1. The catalyst class is: 66. (9) Reactant: [C:1]1([C:50]2C=C[CH:53]=[CH:52][CH:51]=2)[CH:6]=[CH:5][C:4]([N:7]2[CH:12]=[CH:11][CH:10]=[C:9]([C:13]([NH:15][C@@H:16]([CH2:24][CH2:25][CH2:26][NH:27][C:28]([NH:30]S(C3C(C)=C4C(=C(C)C=3C)OC(C)(C)CC4)(=O)=O)=[NH:29])[C:17]([O:19]C(C)(C)C)=[O:18])=[O:14])[C:8]2=[O:49])=[CH:3][CH:2]=1.[C:56]([OH:62])([C:58]([F:61])([F:60])[F:59])=[O:57].C([SiH](CC)CC)C. Product: [NH:27]([CH2:26][CH2:25][CH2:24][C@H:16]([NH:15][C:13]([C:9]1[C:8](=[O:49])[N:7]([C:4]2[CH:3]=[CH:2][C:1]3[C:6](=[CH:53][CH:52]=[CH:51][CH:50]=3)[CH:5]=2)[CH:12]=[CH:11][CH:10]=1)=[O:14])[C:17]([OH:19])=[O:18])[C:28]([NH2:30])=[NH:29].[C:56]([OH:62])([C:58]([F:61])([F:60])[F:59])=[O:57]. The catalyst class is: 6. (10) Reactant: [CH3:1][C:2]1[C:6]([C:7]2[CH:8]=[C:9](I)[C:10]3[N:14]=[C:13]([NH:15][S:16]([CH3:19])(=[O:18])=[O:17])[NH:12][C:11]=3[CH:20]=2)=[C:5]([CH3:22])[O:4][N:3]=1.[CH3:23][C:24]1[C:28](B2OC(C)(C)C(C)(C)O2)=[C:27]([CH3:38])[NH:26][N:25]=1.C(=O)([O-])[O-].[Cs+].[Cs+].COCCOC. Product: [CH3:23][C:24]1[C:28]([C:9]2[C:10]3[N:14]=[C:13]([NH:15][S:16]([CH3:19])(=[O:18])=[O:17])[NH:12][C:11]=3[CH:20]=[C:7]([C:6]3[C:2]([CH3:1])=[N:3][O:4][C:5]=3[CH3:22])[CH:8]=2)=[C:27]([CH3:38])[NH:26][N:25]=1. The catalyst class is: 6.